From a dataset of Forward reaction prediction with 1.9M reactions from USPTO patents (1976-2016). Predict the product of the given reaction. Given the reactants Cl[C:2]1[N:7]=[CH:6][C:5]2[N:8]=[CH:9][N:10]([CH3:11])[C:4]=2[CH:3]=1.[C:12]([O:16][C:17]([N:19]1[CH2:22][CH:21]([C:23]2[CH:28]=[C:27]([CH2:29][CH3:30])[C:26]([NH2:31])=[CH:25][N:24]=2)[CH2:20]1)=[O:18])([CH3:15])([CH3:14])[CH3:13].C([O-])([O-])=O.[Cs+].[Cs+].C1C=CC(P(C2C(C3C(P(C4C=CC=CC=4)C4C=CC=CC=4)=CC=C4C=3C=CC=C4)=C3C(C=CC=C3)=CC=2)C2C=CC=CC=2)=CC=1, predict the reaction product. The product is: [C:12]([O:16][C:17]([N:19]1[CH2:22][CH:21]([C:23]2[CH:28]=[C:27]([CH2:29][CH3:30])[C:26]([NH:31][C:2]3[N:7]=[CH:6][C:5]4[N:8]=[CH:9][N:10]([CH3:11])[C:4]=4[CH:3]=3)=[CH:25][N:24]=2)[CH2:20]1)=[O:18])([CH3:15])([CH3:14])[CH3:13].